Predict the reaction yield, written as a fraction of the theoretical maximum amount of product (1.0 means a 100% yield; for example, 0.34 means a 34% yield). From a dataset of Reaction yield outcomes from USPTO patents with 853,638 reactions. (1) The reactants are [Br:1][C:2]1[CH:3]=[CH:4][C:5]2[O:14][CH2:13][CH2:12][C:11]3[CH:10]=[C:9]([C:15]4O[CH:17]=[N:18][N:19]=4)[S:8][C:7]=3[C:6]=2[CH:20]=1.[Cl:21][C:22]1[CH:28]=[C:27]([Cl:29])[CH:26]=[CH:25][C:23]=1[NH2:24].C(O)(C(F)(F)F)=O.CCN(C(C)C)C(C)C. The catalyst is C1(C)C=CC=CC=1. The product is [Br:1][C:2]1[CH:3]=[CH:4][C:5]2[O:14][CH2:13][CH2:12][C:11]3[CH:10]=[C:9]([C:15]4[N:24]([C:23]5[CH:25]=[CH:26][C:27]([Cl:29])=[CH:28][C:22]=5[Cl:21])[CH:17]=[N:18][N:19]=4)[S:8][C:7]=3[C:6]=2[CH:20]=1. The yield is 0.460. (2) The reactants are [C:1]([C:5]1[CH:10]=[CH:9][CH:8]=[CH:7][N:6]=1)([CH3:4])([CH3:3])[CH3:2].[OH:11]O. The catalyst is CC(O)=O.C(Cl)Cl. The product is [C:1]([C:5]1[CH:10]=[CH:9][CH:8]=[CH:7][N+:6]=1[O-:11])([CH3:4])([CH3:3])[CH3:2]. The yield is 0.715. (3) The reactants are [Cl:1][C:2]1[CH:3]=[C:4]2[C:9](=[CH:10][C:11]=1[O:12][C:13]1[CH:18]=[CH:17][C:16]([C:19](=[O:32])[NH:20][C:21]3[CH:30]=[CH:29][C:28]4[C:23](=[CH:24][CH:25]=[C:26]([Cl:31])[CH:27]=4)[N:22]=3)=[CH:15][CH:14]=1)[O:8][CH2:7][CH2:6][CH:5]2[C:33]([OH:35])=[O:34].[C:36](OC(O[C:36]([CH3:39])([CH3:38])[CH3:37])N(C)C)([CH3:39])([CH3:38])[CH3:37]. The catalyst is C1(C)C=CC=CC=1.C(OCC)(=O)C. The product is [Cl:1][C:2]1[CH:3]=[C:4]2[C:9](=[CH:10][C:11]=1[O:12][C:13]1[CH:14]=[CH:15][C:16]([C:19](=[O:32])[NH:20][C:21]3[CH:30]=[CH:29][C:28]4[C:23](=[CH:24][CH:25]=[C:26]([Cl:31])[CH:27]=4)[N:22]=3)=[CH:17][CH:18]=1)[O:8][CH2:7][CH2:6][CH:5]2[C:33]([O:35][C:36]([CH3:39])([CH3:38])[CH3:37])=[O:34]. The yield is 0.836. (4) The reactants are [F:1][C:2]([F:23])([F:22])[C:3]1[CH:4]=[C:5]([C:9]#[C:10][C:11]2[N:15]3[CH:16]=[CH:17][CH:18]=[CH:19][C:14]3=[N:13][C:12]=2[CH2:20][NH2:21])[CH:6]=[CH:7][CH:8]=1.C(N(C(C)C)CC)(C)C.[CH:33]([S:36](Cl)(=[O:38])=[O:37])([CH3:35])[CH3:34]. The catalyst is ClCCl. The product is [F:23][C:2]([F:1])([F:22])[C:3]1[CH:4]=[C:5]([C:9]#[C:10][C:11]2[N:15]3[CH:16]=[CH:17][CH:18]=[CH:19][C:14]3=[N:13][C:12]=2[CH2:20][NH:21][S:36]([CH:33]([CH3:35])[CH3:34])(=[O:38])=[O:37])[CH:6]=[CH:7][CH:8]=1. The yield is 0.220. (5) The reactants are C(O[K])(C)(C)C.[C:7]([O:11][C:12]([N:14]1[CH2:19][CH2:18][N:17]([C:20]2[C:25]([NH2:26])=[C:24]([C:27]#[C:28][Si](C)(C)C)[N:23]=[CH:22][N:21]=2)[CH2:16][CH2:15]1)=[O:13])([CH3:10])([CH3:9])[CH3:8]. The catalyst is CN1C(=O)CCC1. The product is [C:7]([O:11][C:12]([N:14]1[CH2:19][CH2:18][N:17]([C:20]2[C:25]3[NH:26][CH:28]=[CH:27][C:24]=3[N:23]=[CH:22][N:21]=2)[CH2:16][CH2:15]1)=[O:13])([CH3:10])([CH3:9])[CH3:8]. The yield is 0.530. (6) The reactants are [O:1]1[CH2:5][CH2:4][CH:3]([S:6][C:7]2[CH:16]=[CH:15][C:10]([C:11]([O:13][CH3:14])=[O:12])=[CH:9][CH:8]=2)[CH2:2]1.[OH2:17].OOS([O-])=O.[K+].C[OH:25]. No catalyst specified. The product is [O:1]1[CH2:5][CH2:4][CH:3]([S:6]([C:7]2[CH:8]=[CH:9][C:10]([C:11]([O:13][CH3:14])=[O:12])=[CH:15][CH:16]=2)(=[O:25])=[O:17])[CH2:2]1. The yield is 0.930. (7) The reactants are [CH3:1][NH:2][CH2:3][C:4]1[CH:5]=[C:6]2[C:10](=[CH:11][CH:12]=1)[N:9]([CH3:13])[CH:8]=[CH:7]2.Cl.[O:15]=[C:16]1[NH:25][C:24]2[N:23]=[CH:22][C:21](/[CH:26]=[CH:27]/[C:28](O)=[O:29])=[CH:20][C:19]=2[CH2:18][CH2:17]1. No catalyst specified. The product is [CH3:1][N:2]([CH2:3][C:4]1[CH:5]=[C:6]2[C:10](=[CH:11][CH:12]=1)[N:9]([CH3:13])[CH:8]=[CH:7]2)[C:28](=[O:29])[CH:27]=[CH:26][C:21]1[CH:22]=[N:23][C:24]2[NH:25][C:16](=[O:15])[CH2:17][CH2:18][C:19]=2[CH:20]=1. The yield is 0.650. (8) The reactants are Br[C:2]1[CH:7]=[CH:6][C:5]([CH:8]([NH:10][CH:11]2[CH2:15][CH2:14][CH2:13][CH2:12]2)[CH3:9])=[CH:4][CH:3]=1.B1(B2OC(C)(C)C(C)(C)O2)OC(C)(C)C(C)(C)O1.Br[C:35]1[C:36]2[C:37]3[CH:50]=[CH:49][S:48][C:38]=3[C:39](=[O:47])[NH:40][C:41]=2[CH:42]=[CH:43][C:44]=1[O:45][CH3:46]. No catalyst specified. The product is [CH:11]1([NH:10][CH:8]([C:5]2[CH:6]=[CH:7][C:2]([C:35]3[C:36]4[C:37]5[CH:50]=[CH:49][S:48][C:38]=5[C:39](=[O:47])[NH:40][C:41]=4[CH:42]=[CH:43][C:44]=3[O:45][CH3:46])=[CH:3][CH:4]=2)[CH3:9])[CH2:15][CH2:14][CH2:13][CH2:12]1. The yield is 0.970. (9) The reactants are Cl.[NH2:2][C@H:3]([C:7]1[CH:12]=[CH:11][CH:10]=[CH:9][CH:8]=1)[CH2:4][CH2:5][OH:6].[C:13]([O:17][C:18]([NH:20][C:21]1([C:36](O)=[O:37])[CH2:26][CH2:25][N:24]([C:27]2[C:28]3[CH:35]=[CH:34][NH:33][C:29]=3[N:30]=[CH:31][N:32]=2)[CH2:23][CH2:22]1)=[O:19])([CH3:16])([CH3:15])[CH3:14].CCN(C(C)C)C(C)C.F[P-](F)(F)(F)(F)F.N1(OC(N(C)C)=[N+](C)C)C2N=CC=CC=2N=N1. The catalyst is CC(N(C)C)=O. The product is [OH:6][CH2:5][CH2:4][C@H:3]([NH:2][C:36]([C:21]1([NH:20][C:18](=[O:19])[O:17][C:13]([CH3:15])([CH3:14])[CH3:16])[CH2:22][CH2:23][N:24]([C:27]2[C:28]3[CH:35]=[CH:34][NH:33][C:29]=3[N:30]=[CH:31][N:32]=2)[CH2:25][CH2:26]1)=[O:37])[C:7]1[CH:12]=[CH:11][CH:10]=[CH:9][CH:8]=1. The yield is 0.488.